The task is: Predict the product of the given reaction.. This data is from Forward reaction prediction with 1.9M reactions from USPTO patents (1976-2016). (1) Given the reactants C([O:8][C:9]1[N:14]=[CH:13][C:12]([C:15]2[CH:16]=[C:17]([C:21]3[CH:22]=[C:23]([C:31]([S:34]([CH3:37])(=[O:36])=[O:35])([CH3:33])[CH3:32])[CH:24]=[C:25]4[C:30]=3[N:29]=[CH:28][CH:27]=[CH:26]4)[CH:18]=[CH:19][CH:20]=2)=[CH:11][CH:10]=1)C1C=CC=CC=1.C(O)(C(F)(F)F)=O, predict the reaction product. The product is: [CH3:37][S:34]([C:31]([C:23]1[CH:24]=[C:25]2[C:30](=[C:21]([C:17]3[CH:16]=[C:15]([C:12]4[CH:11]=[CH:10][C:9](=[O:8])[NH:14][CH:13]=4)[CH:20]=[CH:19][CH:18]=3)[CH:22]=1)[N:29]=[CH:28][CH:27]=[CH:26]2)([CH3:33])[CH3:32])(=[O:35])=[O:36]. (2) Given the reactants [C:1](/[C:3](/[C:18]1[CH:41]=[CH:40][N+:21]2[C:22]3[C:27]([C:28]([CH3:30])([CH3:29])[C:20]=2[CH:19]=1)=[CH:26][C:25]([CH2:31][NH2+:32][CH2:33][CH2:34][CH2:35][S:36]([O-:39])(=[O:38])=[O:37])=[CH:24][CH:23]=3)=[CH:4]\[CH:5]=[CH:6]\[C:7]1[C:8](=[O:17])[N:9]([CH3:16])[C:10](=[O:15])[N:11]([CH3:14])[C:12]=1[O-:13])#[N:2].[I:42][CH2:43][C:44](O[C:44](=[O:45])[CH2:43][I:42])=[O:45].[CH:51]([N:54]([CH2:58][CH3:59])[CH:55]([CH3:57])[CH3:56])([CH3:53])[CH3:52].C(OCC)C, predict the reaction product. The product is: [C:1](/[C:3](/[C:18]1[CH:41]=[CH:40][N+:21]2[C:22]3[C:27]([C:28]([CH3:29])([CH3:30])[C:20]=2[CH:19]=1)=[CH:26][C:25]([CH2:31][N:32]([CH2:33][CH2:34][CH2:35][S:36]([O-:39])(=[O:37])=[O:38])[C:44](=[O:45])[CH2:43][I:42])=[CH:24][CH:23]=3)=[CH:4]\[CH:5]=[CH:6]\[C:7]1[C:12](=[O:13])[N:11]([CH3:14])[C:10](=[O:15])[N:9]([CH3:16])[C:8]=1[O-:17])#[N:2].[CH2:58]([NH+:54]([CH:55]([CH3:57])[CH3:56])[CH:51]([CH3:53])[CH3:52])[CH3:59]. (3) Given the reactants [C:1]1(=[O:11])[NH:7][CH2:6][CH2:5][CH2:4][N:3]2[CH2:8][CH2:9][CH2:10][C@@H:2]12.[F:12][C:13]([F:47])([F:46])[C:14]1[CH:15]=[C:16]([C:24]([CH3:45])([CH3:44])[C:25]([N:27]([C:29]2[CH:30]=[N:31][C:32](Cl)=[CH:33][C:34]=2[C:35]2[CH:40]=[CH:39][C:38]([F:41])=[CH:37][C:36]=2[CH3:42])[CH3:28])=[O:26])[CH:17]=[C:18]([C:20]([F:23])([F:22])[F:21])[CH:19]=1.CNCCNC.C(=O)([O-])[O-].[Cs+].[Cs+], predict the reaction product. The product is: [F:23][C:20]([F:21])([F:22])[C:18]1[CH:17]=[C:16]([C:24]([CH3:45])([CH3:44])[C:25]([N:27]([C:29]2[CH:30]=[N:31][C:32]([N:7]3[CH2:6][CH2:5][CH2:4][N:3]4[CH2:8][CH2:9][CH2:10][C@H:2]4[C:1]3=[O:11])=[CH:33][C:34]=2[C:35]2[CH:40]=[CH:39][C:38]([F:41])=[CH:37][C:36]=2[CH3:42])[CH3:28])=[O:26])[CH:15]=[C:14]([C:13]([F:47])([F:12])[F:46])[CH:19]=1. (4) Given the reactants CCOC(/N=N/C(OCC)=O)=O.O[CH2:14][C:15]1([CH2:28][CH2:29][CH2:30][OH:31])[CH2:20][CH2:19][N:18]([C:21]([O:23][C:24]([CH3:27])([CH3:26])[CH3:25])=[O:22])[CH2:17][CH2:16]1.C1(P(C2C=CC=CC=2)C2C=CC=CC=2)C=CC=CC=1.CO, predict the reaction product. The product is: [CH2:14]1[C:15]2([CH2:16][CH2:17][N:18]([C:21]([O:23][C:24]([CH3:25])([CH3:26])[CH3:27])=[O:22])[CH2:19][CH2:20]2)[CH2:28][CH2:29][CH2:30][O:31]1. (5) Given the reactants [NH2:1][C@@H:2]1[CH2:11][C@@H:10]2[C@:5]([CH3:14])([CH2:6][CH2:7][CH2:8][C:9]2([CH3:13])[CH3:12])[C@@H:4]([C:15]([C:17]2[CH:18]=[C:19]([OH:24])[CH:20]=[C:21]([OH:23])[CH:22]=2)=[O:16])[C@@H:3]1[CH3:25].F[B-](F)(F)F.N1(OC(N(C)C)=[N+](C)C)C2C=CC=CC=2N=N1.[N:48]1[CH:53]=[CH:52][CH:51]=[CH:50][C:49]=1[C:54](O)=[O:55].C(N(CC)C(C)C)(C)C, predict the reaction product. The product is: [OH:24][C:19]1[CH:18]=[C:17]([C:15]([C@@H:4]2[C@:5]3([CH3:14])[C@H:10]([C:9]([CH3:13])([CH3:12])[CH2:8][CH2:7][CH2:6]3)[CH2:11][C@@H:2]([NH:1][C:54]([C:49]3[CH:50]=[CH:51][CH:52]=[CH:53][N:48]=3)=[O:55])[C@H:3]2[CH3:25])=[O:16])[CH:22]=[C:21]([OH:23])[CH:20]=1.